From a dataset of Forward reaction prediction with 1.9M reactions from USPTO patents (1976-2016). Predict the product of the given reaction. (1) Given the reactants C[O:2][C:3]1[C:4]([O:13]C)=[CH:5][C:6]2[S:10][C:9]([CH3:11])=[N:8][C:7]=2[CH:12]=1, predict the reaction product. The product is: [CH3:11][C:9]1[S:10][C:6]2[CH:5]=[C:4]([OH:13])[C:3]([OH:2])=[CH:12][C:7]=2[N:8]=1. (2) Given the reactants [Cl-].[NH4+].[F:3][C:4]1([F:22])[O:9][C:8]2[CH:10]=[C:11]([F:17])[C:12]([N+:14]([O-])=O)=[CH:13][C:7]=2[N:6]([CH2:18][C:19]#[CH:20])[C:5]1=[O:21], predict the reaction product. The product is: [NH2:14][C:12]1[C:11]([F:17])=[CH:10][C:8]2[O:9][C:4]([F:3])([F:22])[C:5](=[O:21])[N:6]([CH2:18][C:19]#[CH:20])[C:7]=2[CH:13]=1. (3) The product is: [CH3:16][O:17][C:18]([C:20]1[C:21]2([C:22]([O:24][CH3:25])=[O:23])[N:45]([CH2:46][CH2:47][C:48]3[C:56]4[C:51](=[CH:52][CH:53]=[CH:54][CH:55]=4)[NH:50][C:49]=32)[CH:7]=[C:6]([C:5](=[O:15])[C:4]2[CH:3]=[C:2]([Cl:1])[C:11]([CH3:12])=[CH:10][C:9]=2[OH:8])[CH:13]=1)=[O:19]. Given the reactants [Cl:1][C:2]1[CH:3]=[C:4]2[C:9](=[CH:10][C:11]=1[CH3:12])[O:8][CH:7]=[C:6]([CH:13]=O)[C:5]2=[O:15].[CH3:16][O:17][C:18]([C:20]#[C:21][C:22]([O:24][CH3:25])=[O:23])=[O:19].C1(P(C2C=CC=CC=2)C2C=CC=CC=2)C=CC=CC=1.[NH2:45][CH2:46][CH2:47][C:48]1[C:56]2[C:51](=[CH:52][CH:53]=[CH:54][CH:55]=2)[NH:50][CH:49]=1, predict the reaction product. (4) Given the reactants [NH:1]([C:22]([O:24][CH2:25][C:26]1[CH:31]=[CH:30][CH:29]=[CH:28][CH:27]=1)=[O:23])[C@H:2]([C:6]([NH:8][C@H:9]([C:18](OC)=[O:19])[CH2:10][C:11]1[CH:16]=[CH:15][C:14](O)=[CH:13][CH:12]=1)=[O:7])C(C)C.[NH:32](C(OCC1C=CC=CC=1)=O)[C@H:33]([C:37]([NH:39][C@H](C(OC)=O)CCCCNC(OC(C)(C)C)=O)=[O:38])[CH:34](C)C.N(C(OCC1C=CC=CC=1)=O)[C@H:68](C(N[C@H](C(N[C@@H](C(OC)=O)C)=O)CC1C=CC=CC=1)=O)C.N[C@H](C(O)=O)CC1C=CC(O)=CC=1.N[C@H](C(O)=O)CCCCNC(OC(C)(C)C)=O.N[C@@H](C(O)=O)C, predict the reaction product. The product is: [NH:1]([C:22]([O:24][CH2:25][C:26]1[CH:31]=[CH:30][CH:29]=[CH:28][CH:27]=1)=[O:23])[C@H:2]([C:6]([NH:8][C@H:9]([C:18]([NH:32][C@@H:33]([C:37]([NH2:39])=[O:38])[CH3:34])=[O:19])[CH2:10][C:11]1[CH:12]=[CH:13][CH:14]=[CH:15][CH:16]=1)=[O:7])[CH3:68]. (5) Given the reactants Cl.C(OCC)(=O)C.[Cl:8][C:9]1[CH:14]=[CH:13][C:12]([NH:15][C:16]([C@@H:18]2[CH2:22][CH2:21][CH2:20][N:19]2C(OC(C)(C)C)=O)=[O:17])=[C:11]([C:30]([O:32][CH3:33])=[O:31])[CH:10]=1, predict the reaction product. The product is: [ClH:8].[Cl:8][C:9]1[CH:14]=[CH:13][C:12]([NH:15][C:16](=[O:17])[C@@H:18]2[CH2:22][CH2:21][CH2:20][NH:19]2)=[C:11]([CH:10]=1)[C:30]([O:32][CH3:33])=[O:31]. (6) Given the reactants [C:1]([NH:4][C:5]1[CH:6]=[C:7]2[C:13]([C:14]3[CH:15]=[C:16]([NH:20][C@H:21]([C:25]([NH:27][CH2:28][C:29]([F:32])([F:31])[F:30])=[O:26])[CH:22]([CH3:24])[CH3:23])[CH:17]=[N:18][CH:19]=3)=[CH:12][N:11](COCC[Si](C)(C)C)[C:8]2=[N:9][CH:10]=1)(=[O:3])[CH3:2].C(O)(C(F)(F)F)=O.C(N)CN.[OH-].[Na+], predict the reaction product. The product is: [C:1]([NH:4][C:5]1[CH:6]=[C:7]2[C:13]([C:14]3[CH:15]=[C:16]([NH:20][C@H:21]([C:25]([NH:27][CH2:28][C:29]([F:31])([F:32])[F:30])=[O:26])[CH:22]([CH3:24])[CH3:23])[CH:17]=[N:18][CH:19]=3)=[CH:12][NH:11][C:8]2=[N:9][CH:10]=1)(=[O:3])[CH3:2]. (7) Given the reactants [CH:1]1[C:6]2[NH:7][C:8]3[C:9](=[CH:10][CH:11]=[C:12]4[C:20]=3[NH:19][C:18]3[C:13]4=[CH:14][CH:15]=[CH:16][CH:17]=3)[C:5]=2[CH:4]=[CH:3][CH:2]=1.Br[C:22]1[CH:27]=[CH:26][CH:25]=[CH:24][CH:23]=1.CC([O-])(C)C.[Na+].P(C(C)(C)C)(C(C)(C)C)C(C)(C)C, predict the reaction product. The product is: [C:22]1([N:7]2[C:8]3[C:9](=[CH:10][CH:11]=[C:12]4[C:13]5[CH:14]=[CH:15][CH:16]=[CH:17][C:18]=5[NH:19][C:20]4=3)[C:5]3[C:6]2=[CH:1][CH:2]=[CH:3][CH:4]=3)[CH:27]=[CH:26][CH:25]=[CH:24][CH:23]=1.